From a dataset of Forward reaction prediction with 1.9M reactions from USPTO patents (1976-2016). Predict the product of the given reaction. Given the reactants [C:1]([O:5][CH2:6][CH3:7])(=[O:4])[CH2:2][SH:3].C(N(CC)CC)C.Cl[C:16]1[C:21]([CH:22]=O)=[C:20]([NH:24][CH2:25][C:26]2[CH:31]=[CH:30][C:29]([Cl:32])=[CH:28][C:27]=2[Cl:33])[N:19]=[C:18]([S:34][CH3:35])[N:17]=1, predict the reaction product. The product is: [CH2:6]([O:5][C:1]([C:2]1[S:3][C:16]2[N:17]=[C:18]([S:34][CH3:35])[N:19]=[C:20]([NH:24][CH2:25][C:26]3[CH:31]=[CH:30][C:29]([Cl:32])=[CH:28][C:27]=3[Cl:33])[C:21]=2[CH:22]=1)=[O:4])[CH3:7].